From a dataset of Full USPTO retrosynthesis dataset with 1.9M reactions from patents (1976-2016). Predict the reactants needed to synthesize the given product. Given the product [CH3:21][CH:20]([CH3:22])[CH2:19][C:18]([NH:17][C:13]1[CH:14]=[CH:15][CH:16]=[C:11]([C:10]2[N:5]3[N:4]=[CH:3][C:2]([C:34]4[CH:35]=[CH:36][C:31]([O:24][C:25]5[CH:30]=[CH:29][CH:28]=[CH:27][CH:26]=5)=[CH:32][CH:33]=4)=[C:6]3[N:7]=[CH:8][CH:9]=2)[CH:12]=1)=[O:23], predict the reactants needed to synthesize it. The reactants are: Br[C:2]1[CH:3]=[N:4][N:5]2[C:10]([C:11]3[CH:12]=[C:13]([NH:17][C:18](=[O:23])[CH2:19][CH:20]([CH3:22])[CH3:21])[CH:14]=[CH:15][CH:16]=3)=[CH:9][CH:8]=[N:7][C:6]=12.[O:24]([C:31]1[CH:36]=[CH:35][C:34](B(O)O)=[CH:33][CH:32]=1)[C:25]1[CH:30]=[CH:29][CH:28]=[CH:27][CH:26]=1.